This data is from Catalyst prediction with 721,799 reactions and 888 catalyst types from USPTO. The task is: Predict which catalyst facilitates the given reaction. Reactant: [OH:1][C:2]1[CH:10]=[CH:9][C:8](O)=[CH:7][C:3]=1[C:4]([OH:6])=[O:5].S(=O)(=O)(O)O.C(O)(C)(C)C. Product: [C:4]([OH:6])(=[O:5])[C:3]1[C:2](=[CH:10][CH:9]=[CH:8][CH:7]=1)[OH:1]. The catalyst class is: 5.